This data is from Reaction yield outcomes from USPTO patents with 853,638 reactions. The task is: Predict the reaction yield, written as a fraction of the theoretical maximum amount of product (1.0 means a 100% yield; for example, 0.34 means a 34% yield). The reactants are C(OC([N:8]1[CH:17]([CH:18]([OH:47])[CH:19]([O:21][C:22](=[O:46])[CH2:23][CH2:24][CH:25]([NH:38]C(OC(C)(C)C)=O)[C:26](=[O:37])[NH:27][CH:28]([C:30]([O:32]C(C)(C)C)=[O:31])[CH3:29])[CH3:20])[CH2:16][NH:15][C:14]2[NH:13][C:12]([NH2:48])=[N:11][C:10](=[O:49])[C:9]1=2)=O)(C)(C)C.FC(F)(F)C(O)=O.C(Cl)[Cl:58]. No catalyst specified. The product is [ClH:58].[ClH:58].[NH2:48][C:12]1[NH:11][C:10](=[O:49])[C:9]2[NH:8][CH:17]([CH:18]([OH:47])[CH:19]([O:21][C:22](=[O:46])[CH2:23][CH2:24][CH:25]([NH2:38])[C:26](=[O:37])[NH:27][CH:28]([C:30]([OH:32])=[O:31])[CH3:29])[CH3:20])[CH2:16][NH:15][C:14]=2[N:13]=1. The yield is 0.980.